This data is from Forward reaction prediction with 1.9M reactions from USPTO patents (1976-2016). The task is: Predict the product of the given reaction. (1) Given the reactants [CH2:1]([CH:8]([NH:32][C:33]([C:35]1[CH:44]=[N:43][C:42]2[C:37](=[CH:38][CH:39]=[CH:40][CH:41]=2)[N:36]=1)=[O:34])[CH:9]([O:24][Si:25]([C:28]([CH3:31])([CH3:30])[CH3:29])([CH3:27])[CH3:26])[CH2:10][CH:11]([C:18](=O)[NH:19][CH2:20][CH2:21][OH:22])[CH2:12][CH2:13][C:14]([F:17])([CH3:16])[CH3:15])[C:2]1[CH:7]=[CH:6][CH:5]=[CH:4][CH:3]=1.C1(P(C2C=CC=CC=2)C2C=CC=CC=2)C=CC=CC=1.ClC(Cl)(Cl)C(Cl)(Cl)Cl.C(N(CC)CC)C, predict the reaction product. The product is: [CH2:1]([CH:8]([NH:32][C:33]([C:35]1[CH:44]=[N:43][C:42]2[C:37](=[CH:38][CH:39]=[CH:40][CH:41]=2)[N:36]=1)=[O:34])[CH:9]([O:24][Si:25]([C:28]([CH3:29])([CH3:31])[CH3:30])([CH3:26])[CH3:27])[CH2:10][CH:11]([C:18]1[O:22][CH2:21][CH2:20][N:19]=1)[CH2:12][CH2:13][C:14]([F:17])([CH3:16])[CH3:15])[C:2]1[CH:3]=[CH:4][CH:5]=[CH:6][CH:7]=1. (2) Given the reactants [SH:1][C:2]1[CH:7]=[CH:6][N:5]=[CH:4][CH:3]=1.Br[CH:9]([CH3:11])[CH3:10].C(=O)([O-])[O-].[K+].[K+], predict the reaction product. The product is: [CH:9]([S:1][C:2]1[CH:7]=[CH:6][N:5]=[CH:4][CH:3]=1)([CH3:11])[CH3:10]. (3) Given the reactants Cl[C:2]([O:4][CH2:5][CH3:6])=[O:3].C(Cl)Cl.[C:10]1([C@H:16]2[C:25]3[C:20](=[CH:21][CH:22]=[CH:23][CH:24]=3)[CH2:19][CH2:18][NH:17]2)[CH:15]=[CH:14][CH:13]=[CH:12][CH:11]=1, predict the reaction product. The product is: [C:10]1([C@H:16]2[C:25]3[C:20](=[CH:21][CH:22]=[CH:23][CH:24]=3)[CH2:19][CH2:18][N:17]2[C:2]([O:4][CH2:5][CH3:6])=[O:3])[CH:11]=[CH:12][CH:13]=[CH:14][CH:15]=1.